The task is: Predict the product of the given reaction.. This data is from Forward reaction prediction with 1.9M reactions from USPTO patents (1976-2016). (1) Given the reactants C([Li])CCC.Br[C:7]1[CH:12]=[C:11]([CH3:13])[N:10]=[C:9]([CH:14]([F:16])[F:15])[CH:8]=1.[Cl:17][C:18]1[CH:23]=[C:22](/[C:24](/[C:32]2[CH:37]=[CH:36][CH:35]=[C:34]([F:38])[C:33]=2[C:39]#[N:40])=[N:25]\S(C(C)(C)C)=O)[CH:21]=[CH:20][N:19]=1.Cl.C(OCC)C, predict the reaction product. The product is: [Cl:17][C:18]1[CH:23]=[C:22]([C:24]2([C:7]3[CH:12]=[C:11]([CH3:13])[N:10]=[C:9]([CH:14]([F:16])[F:15])[CH:8]=3)[C:32]3[C:33](=[C:34]([F:38])[CH:35]=[CH:36][CH:37]=3)[C:39]([NH2:40])=[N:25]2)[CH:21]=[CH:20][N:19]=1. (2) Given the reactants CN(C)[CH:3]=[O:4].[CH2:6]([O:13][CH:14]1[CH2:19][CH2:18][CH:17](O)[CH:16]([F:21])[CH2:15]1)[C:7]1[CH:12]=[CH:11][CH:10]=[CH:9][CH:8]=1.[H-].[Na+].C(=O)(O)[O-].[Na+].O1[CH2:33][CH2:32][CH2:31][CH2:30]1, predict the reaction product. The product is: [CH2:6]([O:13][CH:14]1[CH2:19][CH2:18][CH:17]([O:4][CH2:3][C:31]([C:32]2[CH:33]=[CH:9][CH:8]=[CH:7][CH:6]=2)=[CH2:30])[CH:16]([F:21])[CH2:15]1)[C:7]1[CH:12]=[CH:11][CH:10]=[CH:9][CH:8]=1. (3) Given the reactants [C:1]1([C:7]#[CH:8])[CH:6]=[CH:5][CH:4]=[CH:3][CH:2]=1.Br[C:10]1[S:11][C:12]([C:15]([O:17][CH2:18][CH3:19])=[O:16])=[CH:13][N:14]=1.C(N(CC)CC)C, predict the reaction product. The product is: [CH2:18]([O:17][C:15]([C:12]1[S:11][C:10]([C:8]#[C:7][C:1]2[CH:6]=[CH:5][CH:4]=[CH:3][CH:2]=2)=[N:14][CH:13]=1)=[O:16])[CH3:19]. (4) The product is: [F:1][C:2]([F:7])([F:6])[C:3]([OH:5])=[O:4].[CH2:49]([N:10]([CH2:8][CH3:9])[CH2:11][CH2:12][CH2:13][NH:14][C:15]1[N:16]=[C:17]([C:34]2[CH:35]=[C:36]([CH:44]=[C:45]([F:48])[C:46]=2[CH3:47])[C:37]([OH:39])=[O:38])[C:18]2[CH:24]=[CH:23][C:22](=[O:25])[N:21]([C:26]3[C:27]([F:33])=[CH:28][CH:29]=[CH:30][C:31]=3[F:32])[C:19]=2[N:20]=1)[CH3:50]. Given the reactants [F:1][C:2]([F:7])([F:6])[C:3]([OH:5])=[O:4].[CH2:8]([N:10]([CH2:49][CH3:50])[CH2:11][CH2:12][CH2:13][NH:14][C:15]1[N:16]=[C:17]([C:34]2[CH:35]=[C:36]([CH:44]=[C:45]([F:48])[C:46]=2[CH3:47])[C:37]([O:39]C(C)(C)C)=[O:38])[C:18]2[CH:24]=[CH:23][C:22](=[O:25])[N:21]([C:26]3[C:31]([F:32])=[CH:30][CH:29]=[CH:28][C:27]=3[F:33])[C:19]=2[N:20]=1)[CH3:9].ClCCl.C(O)(C(F)(F)F)=O.C([SiH](CC)CC)C, predict the reaction product. (5) Given the reactants C(=O)([O-])[O-].[K+].[K+].[NH:7]1[CH:12]=[CH:11][CH:10]=[CH:9][C:8]1=[O:13].Br[C:15]1[N:20]=[N:19][C:18]([NH2:21])=[CH:17][CH:16]=1, predict the reaction product. The product is: [NH2:21][C:18]1[N:19]=[N:20][C:15]([N:7]2[CH:12]=[CH:11][CH:10]=[CH:9][C:8]2=[O:13])=[CH:16][CH:17]=1. (6) Given the reactants F[C:2](F)(F)[S:3]([O:6]S(C(F)(F)F)(=O)=O)(=O)=[O:4].[CH3:16][O:17][C:18](=[O:45])[CH:19]([C:24]1[C:29]([CH3:30])=[CH:28][C:27]([NH2:31])=[C:26]([CH:32]2[CH2:34][CH2:33]2)[C:25]=1[C:35]1[CH:36]=[C:37]2[C:42](=[CH:43][CH:44]=1)[O:41][CH2:40][CH2:39][CH2:38]2)[O:20][CH:21]1[CH2:23][CH2:22]1.C(N(CC)CC)C, predict the reaction product. The product is: [CH3:16][O:17][C:18](=[O:45])[CH:19]([C:24]1[C:29]([CH3:30])=[CH:28][C:27]([NH:31][S:3]([CH3:2])(=[O:6])=[O:4])=[C:26]([CH:32]2[CH2:34][CH2:33]2)[C:25]=1[C:35]1[CH:36]=[C:37]2[C:42](=[CH:43][CH:44]=1)[O:41][CH2:40][CH2:39][CH2:38]2)[O:20][CH:21]1[CH2:23][CH2:22]1.